Dataset: Merck oncology drug combination screen with 23,052 pairs across 39 cell lines. Task: Regression. Given two drug SMILES strings and cell line genomic features, predict the synergy score measuring deviation from expected non-interaction effect. Drug 1: CC1(c2nc3c(C(N)=O)cccc3[nH]2)CCCN1. Drug 2: Cn1cc(-c2cnn3c(N)c(Br)c(C4CCCNC4)nc23)cn1. Cell line: CAOV3. Synergy scores: synergy=9.64.